From a dataset of Forward reaction prediction with 1.9M reactions from USPTO patents (1976-2016). Predict the product of the given reaction. (1) The product is: [CH:9]([C@@H:5]1[CH2:4][CH2:3][C@@H:2]([CH3:1])[CH2:7][C@@H:6]1[NH:8][C:17]([C:13]1[O:12][CH:16]=[CH:15][CH:14]=1)=[O:18])([CH3:11])[CH3:10].[CH:9]([C@H:5]1[CH2:4][CH2:3][C@H:2]([CH3:1])[CH2:7][C@H:6]1[NH:8][C:17]([C:13]1[O:12][CH:16]=[CH:15][CH:14]=1)=[O:18])([CH3:11])[CH3:10]. Given the reactants [CH3:1][CH:2]1[CH2:7][CH:6]([NH2:8])[CH:5]([CH:9]([CH3:11])[CH3:10])[CH2:4][CH2:3]1.[O:12]1[CH:16]=[CH:15][CH:14]=[C:13]1[C:17](Cl)=[O:18], predict the reaction product. (2) Given the reactants [NH2:1][CH2:2][CH2:3][CH2:4][S:5][C:6]1[S:10][C:9]([NH:11][C:12]([N:14]2[C:30]3[C:25](=[CH:26][C:27]([Cl:31])=[CH:28][CH:29]=3)[C:16]3([CH2:20][CH2:19][N:18]([C:21]([O:23][CH3:24])=[O:22])[CH2:17]3)[CH2:15]2)=[O:13])=[N:8][CH:7]=1.Cl[C:33]([O:35][CH3:36])=[O:34], predict the reaction product. The product is: [Cl:31][C:27]1[CH:26]=[C:25]2[C:16]3([CH2:20][CH2:19][N:18]([C:21]([O:23][CH3:24])=[O:22])[CH2:17]3)[CH2:15][N:14]([C:12](=[O:13])[NH:11][C:9]3[S:10][C:6]([S:5][CH2:4][CH2:3][CH2:2][NH:1][C:33]([O:35][CH3:36])=[O:34])=[CH:7][N:8]=3)[C:30]2=[CH:29][CH:28]=1. (3) Given the reactants I[C:2]1[CH:7]=[CH:6][C:5]([CH2:8][CH2:9][N:10]2[CH2:15][CH2:14][O:13][CH2:12][CH2:11]2)=[CH:4][CH:3]=1.[CH3:16][C:17]1([CH3:33])[C:21]([CH3:23])([CH3:22])[O:20][B:19]([B:19]2[O:20][C:21]([CH3:23])([CH3:22])[C:17]([CH3:33])([CH3:16])[O:18]2)[O:18]1.CC([O-])=O.[K+].C(Cl)Cl.N#N, predict the reaction product. The product is: [CH3:16][C:17]1([CH3:33])[C:21]([CH3:23])([CH3:22])[O:20][B:19]([C:2]2[CH:7]=[CH:6][C:5]([CH2:8][CH2:9][N:10]3[CH2:15][CH2:14][O:13][CH2:12][CH2:11]3)=[CH:4][CH:3]=2)[O:18]1. (4) Given the reactants C[O:2][C:3]1[CH:4]=[C:5]2[C:10](=[CH:11][CH:12]=1)[CH2:9][CH:8]([C:13]([OH:15])=[O:14])[CH2:7][CH2:6]2.Br, predict the reaction product. The product is: [OH:2][C:3]1[CH:4]=[C:5]2[C:10](=[CH:11][CH:12]=1)[CH2:9][CH:8]([C:13]([OH:15])=[O:14])[CH2:7][CH2:6]2. (5) Given the reactants [CH3:1][C:2]1([CH3:35])[CH2:10][C@H:9]([NH:11][C:12]2[C:17]([F:18])=[CH:16][N:15]=[C:14]([NH:19][C:20]3[C:21]([F:34])=[CH:22][C:23](Br)=[C:24]([N:26]4[C:30](=[O:31])[N:29]([CH3:32])[N:28]=[N:27]4)[CH:25]=3)[N:13]=2)[CH2:8][C@H:7]2[N:3]1[CH2:4][CH2:5][CH2:6]2.[Cu][C:37]#[N:38].[Cu](C#N)C#N.C(OCC)(=O)C, predict the reaction product. The product is: [CH3:1][C:2]1([CH3:35])[CH2:10][C@H:9]([NH:11][C:12]2[C:17]([F:18])=[CH:16][N:15]=[C:14]([NH:19][C:20]3[C:21]([F:34])=[CH:22][C:23]([C:37]#[N:38])=[C:24]([N:26]4[C:30](=[O:31])[N:29]([CH3:32])[N:28]=[N:27]4)[CH:25]=3)[N:13]=2)[CH2:8][C@H:7]2[N:3]1[CH2:4][CH2:5][CH2:6]2.